This data is from Peptide-MHC class I binding affinity with 185,985 pairs from IEDB/IMGT. The task is: Regression. Given a peptide amino acid sequence and an MHC pseudo amino acid sequence, predict their binding affinity value. This is MHC class I binding data. (1) The peptide sequence is DFGSVGGLF. The MHC is HLA-A24:02 with pseudo-sequence HLA-A24:02. The binding affinity (normalized) is 0.272. (2) The peptide sequence is IEELREHLL. The MHC is HLA-B54:01 with pseudo-sequence HLA-B54:01. The binding affinity (normalized) is 0.